Predict the reaction yield, written as a fraction of the theoretical maximum amount of product (1.0 means a 100% yield; for example, 0.34 means a 34% yield). From a dataset of Reaction yield outcomes from USPTO patents with 853,638 reactions. (1) The reactants are Cl[C:2]1[NH:7][C:6](=[O:8])[N:5]([CH:9]([CH3:11])[CH3:10])[C:4](=[O:12])[CH:3]=1.CN([C:16]1[C:21]2[C:22]([N:26](C)C)=[CH:23][CH:24]=[CH:25][C:20]=2[CH:19]=[CH:18][CH:17]=1)C.CN1[C:34](=[O:35])CCC1. No catalyst specified. The product is [CH:23]1([C@H:22]([NH:26][C:2]2[NH:7][C:6](=[O:8])[N:5]([CH:9]([CH3:11])[CH3:10])[C:4](=[O:12])[CH:3]=2)[C:21]2[CH:16]=[CH:17][CH:18]=[C:19]([O:35][CH3:34])[CH:20]=2)[CH2:24][CH2:25]1. The yield is 0.110. (2) No catalyst specified. The yield is 0.967. The reactants are [CH2:1]([NH2:5])[CH2:2][CH2:3][CH3:4].[CH:6]([N:9]=[C:10]=[N:11][CH:12]([CH3:14])[CH3:13])([CH3:8])[CH3:7]. The product is [CH2:1]([NH:5][C:10]([NH:11][CH:12]([CH3:14])[CH3:13])=[N:9][CH:6]([CH3:8])[CH3:7])[CH2:2][CH2:3][CH3:4].